Dataset: Reaction yield outcomes from USPTO patents with 853,638 reactions. Task: Predict the reaction yield, written as a fraction of the theoretical maximum amount of product (1.0 means a 100% yield; for example, 0.34 means a 34% yield). (1) The reactants are C(N(CC)CC)C.[Cl:8][C:9]1[C:14]2[C:15]([I:18])=[N:16][NH:17][C:13]=2[CH:12]=[C:11]([CH3:19])[N:10]=1.[C:20]1([C:26](Cl)([C:33]2[CH:38]=[CH:37][CH:36]=[CH:35][CH:34]=2)[C:27]2[CH:32]=[CH:31][CH:30]=[CH:29][CH:28]=2)[CH:25]=[CH:24][CH:23]=[CH:22][CH:21]=1.C(Cl)Cl. The catalyst is O. The product is [Cl:8][C:9]1[C:14]2[C:15]([I:18])=[N:16][N:17]([C:26]([C:20]3[CH:25]=[CH:24][CH:23]=[CH:22][CH:21]=3)([C:33]3[CH:34]=[CH:35][CH:36]=[CH:37][CH:38]=3)[C:27]3[CH:28]=[CH:29][CH:30]=[CH:31][CH:32]=3)[C:13]=2[CH:12]=[C:11]([CH3:19])[N:10]=1. The yield is 0.970. (2) The reactants are [Br:1][C:2]1[CH:3]=[C:4](OC)[C:5]([N:8]2[CH2:13][CH2:12][N:11]([CH3:14])[CH2:10][CH2:9]2)=[N:6][CH:7]=1.[CH3:17][O:18]C1C=CN=C(N2CCN(C)CC2)C=1. No catalyst specified. The product is [Br:1][C:2]1[C:3]([O:18][CH3:17])=[CH:4][C:5]([N:8]2[CH2:9][CH2:10][N:11]([CH3:14])[CH2:12][CH2:13]2)=[N:6][CH:7]=1. The yield is 0.830. (3) The catalyst is C1COCC1.C(OCC)(=O)C.O. The reactants are [S:1]1[CH:5]=[CH:4][C:3]2[C:6](=[O:9])[CH2:7][CH2:8][C:2]1=2.[H-].[Na+].C1([O:18][C:19](=O)[C:20]2[CH:25]=[CH:24][CH:23]=[CH:22][C:21]=2[Br:26])C=CC=CC=1.Cl. The yield is 0.580. The product is [Br:26][C:21]1[CH:22]=[CH:23][CH:24]=[CH:25][C:20]=1[C:19]([CH:7]1[CH2:8][C:2]2[S:1][CH:5]=[CH:4][C:3]=2[C:6]1=[O:9])=[O:18]. (4) The reactants are [CH2:1]=[CH:2][CH2:3][CH2:4][CH2:5][CH2:6]CC.[C:9]1([CH:15]([CH3:18])[CH:16]=[CH2:17])[CH:14]=[CH:13][CH:12]=[CH:11][CH:10]=1. No catalyst specified. The product is [C:9]1([CH:15]([CH:16]=[CH:17][CH2:1][CH2:2][CH2:3][CH2:4][CH2:5][CH3:6])[CH3:18])[CH:14]=[CH:13][CH:12]=[CH:11][CH:10]=1. The yield is 0.561. (5) The reactants are [CH3:1][O:2][C:3]1[N:10]=[C:9]([CH3:11])[CH:8]=[C:7]([C:12]([F:15])([F:14])[F:13])[C:4]=1[C:5]#[N:6]. The catalyst is C(O)C.O.NN.[Ni]. The product is [CH3:1][O:2][C:3]1[C:4]([CH2:5][NH2:6])=[C:7]([C:12]([F:15])([F:13])[F:14])[CH:8]=[C:9]([CH3:11])[N:10]=1. The yield is 0.770. (6) The reactants are [CH3:1][O:2][C:3]1[C:4](=[O:32])[C:5]([CH3:31])=[C:6]([CH2:12][C:13]2[CH:14]=[CH:15][C:16]([O:27]C(=O)C)=[C:17]([CH:26]=2)[C:18]([N:20]2[CH2:25][CH2:24][CH2:23][CH2:22][CH2:21]2)=[O:19])[C:7](=[O:11])[C:8]=1[O:9][CH3:10].C(=O)([O-])O.[Na+]. The catalyst is CO.O. The product is [CH3:1][O:2][C:3]1[C:4](=[O:32])[C:5]([CH3:31])=[C:6]([CH2:12][C:13]2[CH:14]=[CH:15][C:16]([OH:27])=[C:17]([CH:26]=2)[C:18]([N:20]2[CH2:21][CH2:22][CH2:23][CH2:24][CH2:25]2)=[O:19])[C:7](=[O:11])[C:8]=1[O:9][CH3:10]. The yield is 0.690.